This data is from Reaction yield outcomes from USPTO patents with 853,638 reactions. The task is: Predict the reaction yield, written as a fraction of the theoretical maximum amount of product (1.0 means a 100% yield; for example, 0.34 means a 34% yield). (1) The reactants are C(OC([NH:8][C:9]1[N:10]=[C:11]([C:15]([O:17][CH3:18])=[O:16])[N:12]([CH3:14])[CH:13]=1)=O)(C)(C)C.Cl.[C:20]([O:24][C:25]([NH:27][C:28]1[N:29]=[C:30]([C:34]([OH:36])=O)[N:31]([CH3:33])[CH:32]=1)=[O:26])([CH3:23])([CH3:22])[CH3:21].C(Cl)CCl.CCN(C(C)C)C(C)C. The catalyst is C(O)C.C1(C)C=CC=CC=1.CC(N(C)C)=O. The product is [C:20]([O:24][C:25]([NH:27][C:28]1[N:29]=[C:30]([C:34]([NH:8][C:9]2[N:10]=[C:11]([C:15]([O:17][CH3:18])=[O:16])[N:12]([CH3:14])[CH:13]=2)=[O:36])[N:31]([CH3:33])[CH:32]=1)=[O:26])([CH3:21])([CH3:22])[CH3:23]. The yield is 0.715. (2) The reactants are [N:1]1[CH:6]=[CH:5][C:4]([N:7]2[CH2:12][CH2:11][CH:10]([C:13](Cl)=[O:14])[CH2:9][CH2:8]2)=[CH:3][CH:2]=1.[C:16]([O:20][C:21]([NH:23][CH:24]1[CH2:28][CH2:27][NH:26][CH2:25]1)=[O:22])([CH3:19])([CH3:18])[CH3:17]. No catalyst specified. The product is [C:16]([O:20][C:21]([NH:23][CH:24]1[CH2:28][CH2:27][N:26]([C:13]([CH:10]2[CH2:11][CH2:12][N:7]([C:4]3[CH:5]=[CH:6][N:1]=[CH:2][CH:3]=3)[CH2:8][CH2:9]2)=[O:14])[CH2:25]1)=[O:22])([CH3:19])([CH3:17])[CH3:18]. The yield is 0.410. (3) The reactants are C([O:3][C:4](=[O:19])[C:5]1[CH:10]=[CH:9][C:8]([NH:11][C:12]2[CH:13]=[N:14][C:15]([CH3:18])=[CH:16][CH:17]=2)=[CH:7][CH:6]=1)C.[OH-].[Na+].Cl. The catalyst is CO. The product is [CH3:18][C:15]1[N:14]=[CH:13][C:12]([NH:11][C:8]2[CH:9]=[CH:10][C:5]([C:4]([OH:19])=[O:3])=[CH:6][CH:7]=2)=[CH:17][CH:16]=1. The yield is 0.820. (4) The product is [F:12][C:13]([F:25])([F:26])[C:14]1[CH:15]=[C:16]([NH:17][C:7](=[O:9])[C:6]2[CH:10]=[C:2]([CH3:1])[CH:3]=[CH:4][C:5]=2[OH:11])[CH:18]=[C:19]([C:21]([F:22])([F:24])[F:23])[CH:20]=1. No catalyst specified. The reactants are [CH3:1][C:2]1[CH:10]=[C:6]([C:7]([OH:9])=O)[C:5]([OH:11])=[CH:4][CH:3]=1.[F:12][C:13]([F:26])([F:25])[C:14]1[CH:15]=[C:16]([CH:18]=[C:19]([C:21]([F:24])([F:23])[F:22])[CH:20]=1)[NH2:17]. The yield is 0.549. (5) The reactants are [Br:1][C:2]1[CH:3]=[N:4][CH:5]=[C:6]([Br:8])[CH:7]=1.[OH:9]O. The catalyst is ClCCl.C[Re](=O)(=O)=O.[O-2].[O-2].[Mn+4]. The product is [Br:1][C:2]1[CH:3]=[N+:4]([O-:9])[CH:5]=[C:6]([Br:8])[CH:7]=1. The yield is 0.820. (6) The reactants are [CH3:1][CH:2]([N:4]1[C:12](/[CH:13]=[CH:14]/[C@H:15]([OH:24])[CH2:16][C@H:17]([OH:23])[CH2:18][C:19]([O:21]C)=[O:20])=[C:11]([C:25]2[CH:30]=[CH:29][C:28]([F:31])=[CH:27][CH:26]=2)[C:10]2[C:5]1=[CH:6][CH:7]=[CH:8][CH:9]=2)[CH3:3].[OH-].[Na+:33]. The catalyst is O. The product is [CH3:3][CH:2]([N:4]1[C:12](/[CH:13]=[CH:14]/[CH:15]([OH:24])[CH2:16][CH:17]([OH:23])[CH2:18][C:19]([O-:21])=[O:20])=[C:11]([C:25]2[CH:26]=[CH:27][C:28]([F:31])=[CH:29][CH:30]=2)[C:10]2[CH:9]=[CH:8][CH:7]=[CH:6][C:5]1=2)[CH3:1].[Na+:33]. The yield is 0.120. (7) The reactants are [C:1](Cl)(=[O:7])[CH2:2][CH2:3][CH2:4][CH2:5][CH3:6].[C:9]1([C:15]#[C:16][C:17]2[CH:35]=[CH:34][C:20]([C:21]([NH:23][C:24]3[CH:29]=[CH:28][CH:27]=[CH:26][C:25]=3[S:30](=[O:33])(=[O:32])[NH2:31])=[O:22])=[CH:19][CH:18]=2)[CH:14]=[CH:13][CH:12]=[CH:11][CH:10]=1. The catalyst is CN(C)C1C=CN=CC=1.O1CCCC1. The product is [C:9]1([C:15]#[C:16][C:17]2[CH:35]=[CH:34][C:20]([C:21]([NH:23][C:24]3[CH:29]=[CH:28][CH:27]=[CH:26][C:25]=3[S:30]([NH:31][C:1](=[O:7])[CH2:2][CH2:3][CH2:4][CH2:5][CH3:6])(=[O:33])=[O:32])=[O:22])=[CH:19][CH:18]=2)[CH:10]=[CH:11][CH:12]=[CH:13][CH:14]=1. The yield is 0.746.